The task is: Predict the product of the given reaction.. This data is from Forward reaction prediction with 1.9M reactions from USPTO patents (1976-2016). (1) Given the reactants [Cl:1][C:2]1[CH:10]=[C:9]2[C:5]([CH:6]=[CH:7][NH:8]2)=[CH:4][CH:3]=1.[Cl:11][C:12]1[CH:19]=[C:18]([F:20])[CH:17]=[CH:16][C:13]=1[CH:14]=O, predict the reaction product. The product is: [Cl:1][C:2]1[CH:10]=[C:9]2[C:5]([C:6]([CH:14]([C:6]3[C:5]4[C:9](=[CH:10][C:2]([Cl:1])=[CH:3][CH:4]=4)[NH:8][CH:7]=3)[C:13]3[CH:16]=[CH:17][C:18]([F:20])=[CH:19][C:12]=3[Cl:11])=[CH:7][NH:8]2)=[CH:4][CH:3]=1. (2) Given the reactants [Cl:1][C:2]1[CH:3]=[C:4]([CH:25]=[C:26]([Cl:29])[C:27]=1[Cl:28])[CH2:5][N:6]1[CH:10]=[C:9]([C:11]2N=C3SC(NCC(O)=O)=NC3=N[CH:16]=2)[N:8]=[N:7]1.CC(=[O:34])C#C.[Na].O=C1O[C@H]([C@H](CO)O)C(O)=C1O, predict the reaction product. The product is: [Cl:1][C:2]1[CH:3]=[C:4]([CH:25]=[C:26]([Cl:29])[C:27]=1[Cl:28])[CH2:5][N:6]1[CH:10]=[C:9]([C:11](=[O:34])[CH3:16])[N:8]=[N:7]1. (3) Given the reactants [NH2:1][CH2:2][CH2:3][OH:4].CCN(CC)CC.[CH3:12][C:13]([Si:16](Cl)([CH3:18])[CH3:17])([CH3:15])[CH3:14], predict the reaction product. The product is: [Si:16]([O:4][CH2:3][CH2:2][NH2:1])([C:13]([CH3:15])([CH3:14])[CH3:12])([CH3:18])[CH3:17].